Predict which catalyst facilitates the given reaction. From a dataset of Catalyst prediction with 721,799 reactions and 888 catalyst types from USPTO. Reactant: [CH:1]([S:4]([C:7]1[CH:8]=[C:9]2[C:13](=[C:14]([OH:16])[CH:15]=1)[NH:12][N:11]=[C:10]2[NH:17][C:18]1[S:19][CH:20]=[CH:21][N:22]=1)(=[O:6])=[O:5])([CH3:3])[CH3:2].Cl[CH2:24][C:25]1[CH:30]=[CH:29][CH:28]=[CH:27][C:26]=1[F:31].C(=O)([O-])[O-].[K+].[K+].CN(C)C=O. Product: [F:31][C:26]1[CH:27]=[CH:28][CH:29]=[CH:30][C:25]=1[CH2:24][O:16][C:14]1[CH:15]=[C:7]([S:4]([CH:1]([CH3:3])[CH3:2])(=[O:5])=[O:6])[CH:8]=[C:9]2[C:13]=1[NH:12][N:11]=[C:10]2[NH:17][C:18]1[S:19][CH:20]=[CH:21][N:22]=1. The catalyst class is: 6.